This data is from Peptide-MHC class II binding affinity with 134,281 pairs from IEDB. The task is: Regression. Given a peptide amino acid sequence and an MHC pseudo amino acid sequence, predict their binding affinity value. This is MHC class II binding data. (1) The peptide sequence is FGYRKPLDNIKDNVGKMEDYIKK. The MHC is DRB1_0301 with pseudo-sequence DRB1_0301. The binding affinity (normalized) is 0. (2) The peptide sequence is DEDGAKRIPVDVSEG. The MHC is DRB1_1501 with pseudo-sequence DRB1_1501. The binding affinity (normalized) is 0. (3) The peptide sequence is PAEILRKSRRFAQALPVW. The MHC is DRB1_0301 with pseudo-sequence DRB1_0301. The binding affinity (normalized) is 0.590. (4) The peptide sequence is SLAEGIVLASA. The MHC is DRB1_1301 with pseudo-sequence DRB1_1301. The binding affinity (normalized) is 0. (5) The peptide sequence is EAIIRILQQLLFIHFRIGCQHSR. The MHC is HLA-DPA10201-DPB10501 with pseudo-sequence HLA-DPA10201-DPB10501. The binding affinity (normalized) is 0.260. (6) The peptide sequence is RQSGATIADVLAEKE. The MHC is HLA-DQA10102-DQB10602 with pseudo-sequence HLA-DQA10102-DQB10602. The binding affinity (normalized) is 0.595.